From a dataset of Reaction yield outcomes from USPTO patents with 853,638 reactions. Predict the reaction yield, written as a fraction of the theoretical maximum amount of product (1.0 means a 100% yield; for example, 0.34 means a 34% yield). The reactants are [CH:1]([Si:4]([CH:36]([CH3:38])[CH3:37])([CH:33]([CH3:35])[CH3:34])[O:5][CH2:6][C@H:7]1[CH2:11][CH2:10][N:9]([C:12]2[N:16]3[CH:17]=[C:18]([O:21][C@H:22]4[C:31]5[C:26](=[CH:27][CH:28]=[CH:29][CH:30]=5)[C@@H:25]([NH2:32])[CH2:24][CH2:23]4)[CH:19]=[CH:20][C:15]3=[N:14][N:13]=2)[CH2:8]1)([CH3:3])[CH3:2].ClC(Cl)(Cl)C[O:42][C:43](=O)[NH:44][C:45]1[N:46]([C:54]2[CH:59]=[CH:58][C:57]([CH3:60])=[CH:56][CH:55]=2)[N:47]=[C:48]([C:50]([CH3:53])([CH3:52])[CH3:51])[CH:49]=1.CCN(C(C)C)C(C)C. The catalyst is O1CCOCC1. The product is [C:50]([C:48]1[CH:49]=[C:45]([NH:44][C:43]([NH:32][C@@H:25]2[C:26]3[C:31](=[CH:30][CH:29]=[CH:28][CH:27]=3)[C@H:22]([O:21][C:18]3[CH:19]=[CH:20][C:15]4[N:16]([C:12]([N:9]5[CH2:8][CH2:7][CH:6]([O:5][Si:4]([CH:1]([CH3:2])[CH3:3])([CH:36]([CH3:38])[CH3:37])[CH:33]([CH3:35])[CH3:34])[C@@H:10]5[CH3:11])=[N:13][N:14]=4)[CH:17]=3)[CH2:23][CH2:24]2)=[O:42])[N:46]([C:54]2[CH:59]=[CH:58][C:57]([CH3:60])=[CH:56][CH:55]=2)[N:47]=1)([CH3:53])([CH3:51])[CH3:52]. The yield is 0.790.